From a dataset of Merck oncology drug combination screen with 23,052 pairs across 39 cell lines. Regression. Given two drug SMILES strings and cell line genomic features, predict the synergy score measuring deviation from expected non-interaction effect. (1) Drug 1: CN(C)C(=N)N=C(N)N. Drug 2: Cn1c(=O)n(-c2ccc(C(C)(C)C#N)cc2)c2c3cc(-c4cnc5ccccc5c4)ccc3ncc21. Cell line: HT29. Synergy scores: synergy=16.3. (2) Drug 1: CN(C)C(=N)N=C(N)N. Synergy scores: synergy=-9.08. Cell line: NCIH1650. Drug 2: Cn1nnc2c(C(N)=O)ncn2c1=O. (3) Drug 1: CCN(CC)CCNC(=O)c1c(C)[nH]c(C=C2C(=O)Nc3ccc(F)cc32)c1C. Drug 2: CCc1cnn2c(NCc3ccc[n+]([O-])c3)cc(N3CCCCC3CCO)nc12. Cell line: UACC62. Synergy scores: synergy=15.1. (4) Drug 1: Cc1nc(Nc2ncc(C(=O)Nc3c(C)cccc3Cl)s2)cc(N2CCN(CCO)CC2)n1. Drug 2: NC1CCCCC1N.O=C(O)C(=O)O.[Pt+2]. Cell line: COLO320DM. Synergy scores: synergy=-8.13. (5) Drug 1: Cn1nnc2c(C(N)=O)ncn2c1=O. Drug 2: CS(=O)(=O)CCNCc1ccc(-c2ccc3ncnc(Nc4ccc(OCc5cccc(F)c5)c(Cl)c4)c3c2)o1. Cell line: T47D. Synergy scores: synergy=-87.2. (6) Drug 1: C#Cc1cccc(Nc2ncnc3cc(OCCOC)c(OCCOC)cc23)c1. Drug 2: COC1CC2CCC(C)C(O)(O2)C(=O)C(=O)N2CCCCC2C(=O)OC(C(C)CC2CCC(OP(C)(C)=O)C(OC)C2)CC(=O)C(C)C=C(C)C(O)C(OC)C(=O)C(C)CC(C)C=CC=CC=C1C. Cell line: EFM192B. Synergy scores: synergy=66.0. (7) Drug 1: CC(=O)OC1C(=O)C2(C)C(O)CC3OCC3(OC(C)=O)C2C(OC(=O)c2ccccc2)C2(O)CC(OC(=O)C(O)C(NC(=O)c3ccccc3)c3ccccc3)C(C)=C1C2(C)C. Drug 2: C=CCn1c(=O)c2cnc(Nc3ccc(N4CCN(C)CC4)cc3)nc2n1-c1cccc(C(C)(C)O)n1. Cell line: NCIH520. Synergy scores: synergy=6.86. (8) Drug 1: O=S1(=O)NC2(CN1CC(F)(F)F)C1CCC2Cc2cc(C=CCN3CCC(C(F)(F)F)CC3)ccc2C1. Drug 2: Cn1nnc2c(C(N)=O)ncn2c1=O. Cell line: ES2. Synergy scores: synergy=2.21. (9) Drug 2: CC1(c2nc3c(C(N)=O)cccc3[nH]2)CCCN1. Cell line: DLD1. Synergy scores: synergy=0.121. Drug 1: COc1cc(C2c3cc4c(cc3C(OC3OC5COC(C)OC5C(O)C3O)C3COC(=O)C23)OCO4)cc(OC)c1O. (10) Drug 1: O=c1[nH]cc(F)c(=O)[nH]1. Drug 2: COC1CC2CCC(C)C(O)(O2)C(=O)C(=O)N2CCCCC2C(=O)OC(C(C)CC2CCC(OP(C)(C)=O)C(OC)C2)CC(=O)C(C)C=C(C)C(O)C(OC)C(=O)C(C)CC(C)C=CC=CC=C1C. Cell line: VCAP. Synergy scores: synergy=29.7.